Predict the reactants needed to synthesize the given product. From a dataset of Full USPTO retrosynthesis dataset with 1.9M reactions from patents (1976-2016). Given the product [Cl:15][C:13]1[CH:14]=[C:9]([N:4]([CH:1]2[CH2:3][CH2:2]2)[CH2:5][CH2:6][CH2:7][OH:8])[NH:10][C:11](=[O:17])[N:12]=1, predict the reactants needed to synthesize it. The reactants are: [CH:1]1([N:4]([C:9]2[CH:14]=[C:13]([Cl:15])[N:12]=[C:11](Cl)[N:10]=2)[CH2:5][CH2:6][CH2:7][OH:8])[CH2:3][CH2:2]1.[OH-:17].[Na+].